From a dataset of TCR-epitope binding with 47,182 pairs between 192 epitopes and 23,139 TCRs. Binary Classification. Given a T-cell receptor sequence (or CDR3 region) and an epitope sequence, predict whether binding occurs between them. The TCR CDR3 sequence is CASSPPRGRDTEAFF. Result: 0 (the TCR does not bind to the epitope). The epitope is TAFTIPSI.